Dataset: Catalyst prediction with 721,799 reactions and 888 catalyst types from USPTO. Task: Predict which catalyst facilitates the given reaction. (1) Reactant: [OH:1][C:2]1[CH:3]=[C:4]2[C:9](=[CH:10][C:11]=1[O:12][CH3:13])[N:8]=[C:7]([C:14]1[CH:19]=[CH:18][CH:17]=[C:16]([NH:20][C:21](=[O:28])[C:22]3[CH:27]=[CH:26][CH:25]=[N:24][CH:23]=3)[CH:15]=1)[N:6]=[C:5]2[NH:29][C:30]1[CH:31]=[C:32]2[C:36](=[CH:37][CH:38]=1)[N:35]([C:39]([O:41][C:42]([CH3:45])([CH3:44])[CH3:43])=[O:40])[N:34]=[CH:33]2.Br[CH2:47][CH2:48][O:49][CH3:50].C([O-])([O-])=O.[K+].[K+]. Product: [CH3:13][O:12][C:11]1[CH:10]=[C:9]2[C:4]([C:5]([NH:29][C:30]3[CH:31]=[C:32]4[C:36](=[CH:37][CH:38]=3)[N:35]([C:39]([O:41][C:42]([CH3:45])([CH3:44])[CH3:43])=[O:40])[N:34]=[CH:33]4)=[N:6][C:7]([C:14]3[CH:19]=[CH:18][CH:17]=[C:16]([NH:20][C:21](=[O:28])[C:22]4[CH:27]=[CH:26][CH:25]=[N:24][CH:23]=4)[CH:15]=3)=[N:8]2)=[CH:3][C:2]=1[O:1][CH2:47][CH2:48][O:49][CH3:50]. The catalyst class is: 3. (2) Reactant: [CH3:1][C:2]1[O:6][C:5]([C:7]2[CH:12]=[CH:11][CH:10]=[CH:9][CH:8]=2)=[N:4][C:3]=1[CH2:13][CH2:14][O:15]S(C1C=CC(C)=CC=1)(=O)=O.[CH2:26]([O:28][C:29](=[O:43])[C:30]([O:33][C:34]1[CH:39]=[CH:38][C:37](O)=[CH:36][C:35]=1[CH2:41][OH:42])([CH3:32])[CH3:31])[CH3:27].C(=O)([O-])[O-].[K+].[K+]. Product: [CH2:26]([O:28][C:29](=[O:43])[C:30]([O:33][C:34]1[CH:39]=[CH:38][C:37]([O:15][CH2:14][CH2:13][C:3]2[N:4]=[C:5]([C:7]3[CH:8]=[CH:9][CH:10]=[CH:11][CH:12]=3)[O:6][C:2]=2[CH3:1])=[CH:36][C:35]=1[CH2:41][OH:42])([CH3:32])[CH3:31])[CH3:27]. The catalyst class is: 8. (3) Reactant: [OH-].[Li+].[C:3]([O:7][C:8]([N:10]([O:29][C:30]([O:32][C:33]([CH3:36])([CH3:35])[CH3:34])=[O:31])[C:11]1([CH3:28])[C:15](=[O:16])[N:14]([CH3:17])[N:13]=[C:12]1[C:18]1[CH:27]=[CH:26][C:21]([C:22]([O:24]C)=[O:23])=[CH:20][CH:19]=1)=[O:9])([CH3:6])([CH3:5])[CH3:4]. Product: [C:3]([O:7][C:8]([N:10]([O:29][C:30]([O:32][C:33]([CH3:36])([CH3:35])[CH3:34])=[O:31])[C:11]1([CH3:28])[C:15](=[O:16])[N:14]([CH3:17])[N:13]=[C:12]1[C:18]1[CH:27]=[CH:26][C:21]([C:22]([OH:24])=[O:23])=[CH:20][CH:19]=1)=[O:9])([CH3:6])([CH3:4])[CH3:5]. The catalyst class is: 90. (4) Reactant: C(O)(=O)C.[CH2:5]([NH2:7])[CH3:6].[Cl:8][C:9]1[CH:10]=[C:11]([CH:28]=[CH:29][C:30]=1[Cl:31])[O:12][C:13]1[C:14](=[O:27])[NH:15][C:16](S(C)(=O)=O)=[N:17][C:18]=1[C:19]([F:22])([F:21])[F:20]. Product: [Cl:8][C:9]1[CH:10]=[C:11]([CH:28]=[CH:29][C:30]=1[Cl:31])[O:12][C:13]1[C:14](=[O:27])[NH:15][C:16]([NH:7][CH2:5][CH3:6])=[N:17][C:18]=1[C:19]([F:22])([F:21])[F:20]. The catalyst class is: 1. (5) Reactant: [OH:1][C:2]1[CH:9]=[C:8]([O:10][CH3:11])[CH:7]=[CH:6][C:3]=1[CH:4]=[O:5].[C:12]([O:16][C:17](O[C:17]([O:16][C:12]([CH3:15])([CH3:14])[CH3:13])=[O:18])=[O:18])([CH3:15])([CH3:14])[CH3:13]. Product: [C:17](=[O:18])([O:1][C:2]1[CH:9]=[C:8]([O:10][CH3:11])[CH:7]=[CH:6][C:3]=1[CH:4]=[O:5])[O:16][C:12]([CH3:15])([CH3:14])[CH3:13]. The catalyst class is: 230. (6) Reactant: C(NC(=O)O)(C)(C)C.C(NC(=O)O)(C)(C)C.[NH2:17][CH2:18][C:19]1[C:28](=[O:29])[C:27]2[C:22](=[CH:23][C:24]([Cl:30])=[CH:25][CH:26]=2)[N:21]([C:31]2[CH:36]=[CH:35][CH:34]=[CH:33][CH:32]=2)[C:20]=1[C:37]1[O:38][CH:39]=[CH:40][N:41]=1.[F:42][C:43]([F:48])([F:47])[C:44]([OH:46])=[O:45]. Product: [F:42][C:43]([F:48])([F:47])[C:44]([OH:46])=[O:45].[NH2:17][CH2:18][C:19]1[C:28](=[O:29])[C:27]2[C:22](=[CH:23][C:24]([Cl:30])=[CH:25][CH:26]=2)[N:21]([C:31]2[CH:36]=[CH:35][CH:34]=[CH:33][CH:32]=2)[C:20]=1[C:37]1[O:38][CH:39]=[CH:40][N:41]=1. The catalyst class is: 4. (7) Reactant: CC(C)([O-])C.[K+].[Cl:7][C:8]1[CH:16]=[CH:15][CH:14]=[C:13]([F:17])[C:9]=1[CH2:10][C:11]#[N:12].Cl[C:19]1[CH:24]=[C:23]([O:25][CH2:26][C:27]#[C:28][CH3:29])[N:22]=[CH:21][N:20]=1.[Cl-].[NH4+]. Product: [C:11]([CH:10]([C:19]1[CH:24]=[C:23]([O:25][CH2:26][C:27]#[C:28][CH3:29])[N:22]=[CH:21][N:20]=1)[C:9]1[C:13]([F:17])=[CH:14][CH:15]=[CH:16][C:8]=1[Cl:7])#[N:12]. The catalyst class is: 7. (8) Reactant: O[Li].O.[O:4]=[C:5]1[C:14]2[C:9](=[C:10]([C:15]([O:17]C)=[O:16])[CH:11]=[CH:12][CH:13]=2)[O:8][C:7]([C:19]2[C:20]([C:25]([F:28])([F:27])[F:26])=[N:21][CH:22]=[CH:23][CH:24]=2)=[CH:6]1.O. Product: [O:4]=[C:5]1[C:14]2[C:9](=[C:10]([C:15]([OH:17])=[O:16])[CH:11]=[CH:12][CH:13]=2)[O:8][C:7]([C:19]2[C:20]([C:25]([F:28])([F:27])[F:26])=[N:21][CH:22]=[CH:23][CH:24]=2)=[CH:6]1. The catalyst class is: 776.